The task is: Predict the product of the given reaction.. This data is from Forward reaction prediction with 1.9M reactions from USPTO patents (1976-2016). (1) Given the reactants [CH2:1]1[C:13]2[NH:12][C:11]3[C:6](=[CH:7][CH:8]=[CH:9][CH:10]=3)[C:5]=2[CH2:4][CH2:3][NH:2]1.[CH3:14][N:15]([CH3:29])[C:16]1([C:23]2[CH:28]=[CH:27][CH:26]=[CH:25][CH:24]=2)[CH2:21][CH2:20][C:19](=O)[CH2:18][CH2:17]1.C(O)(=O)C.[BH-](OC(C)=O)(OC(C)=O)OC(C)=O.[Na+].[ClH:48].C1(N)C(F)=C(F)C(F)=C(N)C=1F.Cl.Cl, predict the reaction product. The product is: [ClH:48].[ClH:48].[CH3:14][N:15]([CH3:29])[C:16]1([C:23]2[CH:24]=[CH:25][CH:26]=[CH:27][CH:28]=2)[CH2:17][CH2:18][CH:19]([N:2]2[CH2:3][CH2:4][C:5]3[C:6]4[C:11](=[CH:10][CH:9]=[CH:8][CH:7]=4)[NH:12][C:13]=3[CH2:1]2)[CH2:20][CH2:21]1. (2) The product is: [OH:15][CH2:14][C:11]1([C:17]2[CH:18]=[CH:19][CH:20]=[CH:21][CH:22]=2)[CH2:12][CH2:13][N:8]([C:6]([O:5][C:1]([CH3:3])([CH3:4])[CH3:2])=[O:7])[CH2:9][CH2:10]1. Given the reactants [C:1]([O:5][C:6]([N:8]1[CH2:13][CH2:12][C:11]([C:17]2[CH:22]=[CH:21][CH:20]=[CH:19][CH:18]=2)([C:14](O)=[O:15])[CH2:10][CH2:9]1)=[O:7])([CH3:4])([CH3:3])[CH3:2].C(N(CC)CC)C.ClC(OCC(C)C)=O, predict the reaction product. (3) The product is: [NH2:17][CH:3]([C:2]([F:19])([F:18])[F:1])[CH2:4][NH:5][C:6]1[N:7]=[CH:8][C:9]2[CH:15]=[N:14][CH:13]=[C:12]([C:29]3[C:30]4[C:35](=[CH:34][C:33]([C:36]#[N:37])=[CH:32][CH:31]=4)[NH:27][CH:28]=3)[C:10]=2[N:11]=1. Given the reactants [F:1][C:2]([F:19])([F:18])[CH:3]([NH2:17])[CH2:4][NH:5][C:6]1[N:7]=[CH:8][C:9]2[CH:15]=[N:14][CH:13]=[C:12](I)[C:10]=2[N:11]=1.C([N:27]1[C:35]2[C:30](=[CH:31][CH:32]=[C:33]([C:36]#[N:37])[CH:34]=2)[C:29](B(O)O)=[CH:28]1)(OC(C)(C)C)=O.C1(P(C2CCCCC2)C2C=CC=CC=2C2C(OC)=CC=CC=2OC)CCCCC1.C(=O)([O-])[O-].[K+].[K+].COCCOC.O, predict the reaction product. (4) Given the reactants Br[C:2]1[CH:7]=[CH:6][C:5]([C:8]2[N:9]([C:18]3[C:23]([Cl:24])=[CH:22][CH:21]=[CH:20][C:19]=3[Cl:25])[C:10]([Cl:17])=[C:11]([C:13]([OH:16])([CH3:15])[CH3:14])[N:12]=2)=[C:4]([Cl:26])[CH:3]=1.[CH3:27][S:28]([C:31]1[CH:32]=[C:33](B(O)O)[CH:34]=[CH:35][CH:36]=1)(=[O:30])=[O:29].C([O-])([O-])=O.[K+].[K+].O, predict the reaction product. The product is: [Cl:17][C:10]1[N:9]([C:18]2[C:23]([Cl:24])=[CH:22][CH:21]=[CH:20][C:19]=2[Cl:25])[C:8]([C:5]2[CH:6]=[CH:7][C:2]([C:35]3[CH:34]=[CH:33][CH:32]=[C:31]([S:28]([CH3:27])(=[O:30])=[O:29])[CH:36]=3)=[CH:3][C:4]=2[Cl:26])=[N:12][C:11]=1[C:13]([OH:16])([CH3:15])[CH3:14]. (5) Given the reactants [C:1]1([C:8]2[C:9]([OH:14])=[CH:10][CH:11]=[CH:12][CH:13]=2)[C:2]([OH:7])=[CH:3][CH:4]=[CH:5][CH:6]=1.Cl[C:16]([O:18][CH2:19][CH3:20])=[O:17], predict the reaction product. The product is: [C:16](=[O:17])([O:18][CH2:19][CH3:20])[O:14][C:9]1[CH:10]=[CH:11][CH:12]=[CH:13][C:8]=1[C:1]1[CH:6]=[CH:5][CH:4]=[CH:3][C:2]=1[O:7][C:16](=[O:17])[O:18][CH2:19][CH3:20]. (6) Given the reactants [H-].[Na+].[C:3]([C:7]1[CH:12]=[CH:11][C:10](/[C:13](/[C:32]2[CH:37]=[CH:36][C:35]([CH:38]([OH:40])[CH3:39])=[C:34]([O:41][CH3:42])[N:33]=2)=[CH:14]\[C@@H:15]2[N:19]([CH2:20][C:21]3[CH:26]=[CH:25][C:24]([O:27][CH3:28])=[CH:23][C:22]=3[O:29][CH3:30])[C:18](=[O:31])[CH2:17][CH2:16]2)=[CH:9][CH:8]=1)([CH3:6])([CH3:5])[CH3:4].[C:43](=[S:45])=[S:44].[CH3:46]I, predict the reaction product. The product is: [C:43]([S:45][CH3:46])(=[S:44])[O:40][CH:38]([C:35]1[C:34]([O:41][CH3:42])=[N:33][C:32](/[C:13](/[C:10]2[CH:11]=[CH:12][C:7]([C:3]([CH3:4])([CH3:5])[CH3:6])=[CH:8][CH:9]=2)=[CH:14]/[C@H:15]2[CH2:16][CH2:17][C:18](=[O:31])[N:19]2[CH2:20][C:21]2[CH:26]=[CH:25][C:24]([O:27][CH3:28])=[CH:23][C:22]=2[O:29][CH3:30])=[CH:37][CH:36]=1)[CH3:39]. (7) Given the reactants [ClH:1].FC(F)(F)[C:4]1[CH:9]=[CH:8][CH:7]=[CH:6][C:5]=1[NH:10][CH2:11][CH:12]1[CH2:17][CH2:16][NH:15][CH2:14][CH2:13]1.BrC1C=CC=CC=1[C:27]([F:30])([F:29])[F:28], predict the reaction product. The product is: [ClH:1].[Cl:1][C:4]1[CH:9]=[CH:8][C:7]([C:27]([F:30])([F:29])[F:28])=[CH:6][C:5]=1[NH:10][CH2:11][CH:12]1[CH2:13][CH2:14][NH:15][CH2:16][CH2:17]1.